Dataset: Full USPTO retrosynthesis dataset with 1.9M reactions from patents (1976-2016). Task: Predict the reactants needed to synthesize the given product. Given the product [Br:10][C:11]1[CH:12]=[C:13]([CH:14]2[CH2:19][C:20]([CH3:22])([CH3:21])[C:9]3[C:2](=[CH:3][CH:4]=[C:5]([C:6]#[N:7])[CH:8]=3)[NH:1]2)[CH:16]=[CH:17][CH:18]=1, predict the reactants needed to synthesize it. The reactants are: [NH2:1][C:2]1[CH:9]=[CH:8][C:5]([C:6]#[N:7])=[CH:4][CH:3]=1.[Br:10][C:11]1[CH:12]=[C:13]([CH:16]=[CH:17][CH:18]=1)[CH:14]=O.[CH2:19]=[C:20]([CH3:22])[CH3:21].FC(F)(F)S([O-])(=O)=O.[Yb+3].FC(F)(F)S([O-])(=O)=O.FC(F)(F)S([O-])(=O)=O.